From a dataset of Retrosynthesis with 50K atom-mapped reactions and 10 reaction types from USPTO. Predict the reactants needed to synthesize the given product. (1) The reactants are: COc1ccc2[nH]c(C)c(C(C)(C)C(=O)O)c2c1.O=C(Cl)c1ccc(Cl)cc1. Given the product COc1ccc2c(c1)c(C(C)(C)C(=O)O)c(C)n2C(=O)c1ccc(Cl)cc1, predict the reactants needed to synthesize it. (2) Given the product CC(=Cn1c2c(c3cc(C)ccc31)CCN(C)C2)c1ccc(F)c(F)c1, predict the reactants needed to synthesize it. The reactants are: CC(=CBr)c1ccc(F)c(F)c1.Cc1ccc2[nH]c3c(c2c1)CCN(C)C3.